Dataset: Full USPTO retrosynthesis dataset with 1.9M reactions from patents (1976-2016). Task: Predict the reactants needed to synthesize the given product. (1) Given the product [NH2:1][C:2]1[CH:18]=[CH:17][C:5]2[N:6]3[CH:12]=[CH:11][N:10]=[C:7]3[CH2:8][O:9][C:4]=2[C:3]=1[C:19]([O:21][CH3:22])=[O:20], predict the reactants needed to synthesize it. The reactants are: [NH2:1][C:2]1[CH:18]=[CH:17][C:5]2[N:6]=[C:7]([NH:10][CH2:11][CH:12](OC)OC)[CH2:8][O:9][C:4]=2[C:3]=1[C:19]([O:21][CH3:22])=[O:20]. (2) Given the product [CH3:1][C:2]1[CH:3]=[CH:4][C:5]([C:8]2[O:12][N:11]=[CH:10][C:9]=2[C:13]([N:48]2[CH2:53][CH2:52][CH2:51][CH:50]([C:54]([OH:59])([CH2:57][CH3:58])[CH2:55][CH3:56])[CH2:49]2)=[O:15])=[CH:6][CH:7]=1, predict the reactants needed to synthesize it. The reactants are: [CH3:1][C:2]1[CH:7]=[CH:6][C:5]([C:8]2[O:12][N:11]=[CH:10][C:9]=2[C:13]([OH:15])=O)=[CH:4][CH:3]=1.CN(C(ON1N=NC2C=CC=CC1=2)=[N+](C)C)C.[B-](F)(F)(F)F.C(N(C(C)C)C(C)C)C.Cl.[NH:48]1[CH2:53][CH2:52][CH2:51][CH:50]([C:54]([OH:59])([CH2:57][CH3:58])[CH2:55][CH3:56])[CH2:49]1. (3) Given the product [F:1][C:2]1[CH:3]=[C:4]([CH:14]2[CH2:15][CH2:16][C:12](=[O:17])[CH2:13]2)[CH:5]=[CH:6][C:7]=1[F:8], predict the reactants needed to synthesize it. The reactants are: [F:1][C:2]1[CH:3]=[C:4](B(O)O)[CH:5]=[CH:6][C:7]=1[F:8].[C:12]1(=[O:17])[CH2:16][CH2:15][CH:14]=[CH:13]1.[Sb](Cl)(Cl)Cl.C([O-])(=O)C.[Na+]. (4) The reactants are: [CH2:1]1[C:6]2[NH:7][C:8]3[C:13]([C:5]=2[CH2:4][CH:3]([C:14]([O:16][CH3:17])=[O:15])[NH:2]1)=[CH:12][CH:11]=[CH:10][CH:9]=3.[C:18]([Cl:26])(=O)[C:19]1C=CC=C[CH:20]=1.C(N(CC)CC)C.[CH2:34]1[CH2:38][O:37][CH2:36][CH2:35]1. Given the product [Cl:26][C:18]1[CH:36]=[CH:35][C:34]([C:38]([N:2]2[CH:3]([C:14]([O:16][CH3:17])=[O:15])[CH2:4][C:5]3[C:13]4[C:8](=[CH:9][CH:10]=[CH:11][CH:12]=4)[NH:7][C:6]=3[CH2:1]2)=[O:37])=[CH:20][CH:19]=1, predict the reactants needed to synthesize it. (5) Given the product [CH3:35][C:32]1[S:31][C:30]([C:17]2[CH:18]=[CH:19][C:12]3[O:11][CH2:10][CH2:9][N:8]([CH2:7][C:2]4[N:1]=[CH:6][CH:5]=[CH:4][N:3]=4)[C:14](=[O:15])[C:13]=3[CH:16]=2)=[CH:34][CH:33]=1, predict the reactants needed to synthesize it. The reactants are: [N:1]1[CH:6]=[CH:5][CH:4]=[N:3][C:2]=1[CH2:7][N:8]1[C:14](=[O:15])[C:13]2[CH:16]=[C:17](B3OC(C)(C)C(C)(C)O3)[CH:18]=[CH:19][C:12]=2[O:11][CH2:10][CH2:9]1.Br[C:30]1[S:31][C:32]([CH3:35])=[CH:33][CH:34]=1.C(=O)([O-])[O-].[Cs+].[Cs+].CCOC(C)=O. (6) Given the product [F:37][C:31]1[CH:32]=[CH:33][CH:34]=[C:35]([F:36])[C:30]=1[C:29]([NH:28][C:27]1[C:23]([C:21]2[NH:20][C:19]3[CH:39]=[CH:40][C:16]([O:15][CH2:14][CH:11]4[CH2:10][CH2:9][NH:8][CH2:13][CH2:12]4)=[CH:17][C:18]=3[N:22]=2)=[N:24][NH:25][CH:26]=1)=[O:38], predict the reactants needed to synthesize it. The reactants are: C(OC([N:8]1[CH2:13][CH2:12][CH:11]([CH2:14][O:15][C:16]2[CH:40]=[CH:39][C:19]3[NH:20][C:21]([C:23]4[C:27]([NH:28][C:29](=[O:38])[C:30]5[C:35]([F:36])=[CH:34][CH:33]=[CH:32][C:31]=5[F:37])=[CH:26][NH:25][N:24]=4)=[N:22][C:18]=3[CH:17]=2)[CH2:10][CH2:9]1)=O)(C)(C)C.C(O)(C(F)(F)F)=O. (7) Given the product [CH3:1][O:2][C:3]1[CH:8]=[CH:7][CH:6]=[CH:5][C:4]=1[C:9]1[C:17]2[C:12](=[N:13][CH:14]=[C:15]([C:18]3[CH:22]=[CH:21][NH:20][N:19]=3)[CH:16]=2)[NH:11][CH:10]=1, predict the reactants needed to synthesize it. The reactants are: [CH3:1][O:2][C:3]1[CH:8]=[CH:7][CH:6]=[CH:5][C:4]=1[C:9]1[C:17]2[C:12](=[N:13][CH:14]=[C:15]([C:18]3[CH:22]=[CH:21][NH:20][N:19]=3)[CH:16]=2)[N:11](S(C2C=CC(C)=CC=2)(=O)=O)[CH:10]=1.CN(C)C=O.[OH-].[K+]. (8) The reactants are: [NH2:1][C:2]1[CH:7]=[CH:6][C:5]([Br:8])=[CH:4][C:3]=1[C:9](=[O:11])[CH3:10].Cl.[N:13]([O-])=O.[Na+]. Given the product [Br:8][C:5]1[CH:4]=[C:3]2[C:2](=[CH:7][CH:6]=1)[NH:1][N:13]=[CH:10][C:9]2=[O:11], predict the reactants needed to synthesize it. (9) Given the product [CH3:1][CH:2]([CH:13]([C:16]([C:18]1[CH:32]=[CH:31][C:21]2[N:22]=[C:23]([C:25]3[CH:26]=[CH:27][CH:28]=[CH:29][CH:30]=3)[O:24][C:20]=2[CH:19]=1)=[O:17])[CH2:14][CH3:15])[C:3]([OH:5])=[O:4], predict the reactants needed to synthesize it. The reactants are: [CH3:1][C:2]([CH:13]([C:16]([C:18]1[CH:32]=[CH:31][C:21]2[N:22]=[C:23]([C:25]3[CH:30]=[CH:29][CH:28]=[CH:27][CH:26]=3)[O:24][C:20]=2[CH:19]=1)=[O:17])[CH2:14][CH3:15])(C(OCC)=O)[C:3]([O:5]CC)=[O:4].O1CCOCC1.[OH-].[Li+].Cl. (10) The reactants are: [CH2:1]([N:8]([CH2:28][C:29]1[CH:34]=[CH:33][CH:32]=[CH:31][CH:30]=1)[C@@H:9]([CH2:20][C:21]1[CH:26]=[CH:25][CH:24]=[C:23]([F:27])[CH:22]=1)[C:10](OCC1C=CC=CC=1)=[O:11])[C:2]1[CH:7]=[CH:6][CH:5]=[CH:4][CH:3]=1.[H-].[H-].[H-].[H-].[Li+].[Al+3]. Given the product [CH2:28]([N:8]([CH2:1][C:2]1[CH:3]=[CH:4][CH:5]=[CH:6][CH:7]=1)[C@@H:9]([CH2:20][C:21]1[CH:26]=[CH:25][CH:24]=[C:23]([F:27])[CH:22]=1)[CH2:10][OH:11])[C:29]1[CH:30]=[CH:31][CH:32]=[CH:33][CH:34]=1, predict the reactants needed to synthesize it.